This data is from Forward reaction prediction with 1.9M reactions from USPTO patents (1976-2016). The task is: Predict the product of the given reaction. Given the reactants C([BH3-])#N.[Na+].[Br:5][CH2:6][C:7](=[O:13])[C:8]([O:10][CH2:11][CH3:12])=[O:9].Cl, predict the reaction product. The product is: [Br:5][CH2:6][CH:7]([OH:13])[C:8]([O:10][CH2:11][CH3:12])=[O:9].